Predict which catalyst facilitates the given reaction. From a dataset of Catalyst prediction with 721,799 reactions and 888 catalyst types from USPTO. (1) Reactant: [Cl:1][C:2]1[CH:7]=[CH:6][CH:5]=[CH:4][C:3]=1[OH:8].C([O-])([O-])=O.[K+].[K+].[CH2:15](Br)[CH:16]=[CH2:17].O. Product: [CH2:17]([O:8][C:3]1[CH:4]=[CH:5][CH:6]=[CH:7][C:2]=1[Cl:1])[CH:16]=[CH2:15]. The catalyst class is: 3. (2) Reactant: [NH2:1][CH2:2][CH2:3][C:4]1[C:12]2[C:7](=[CH:8][CH:9]=[CH:10][CH:11]=2)[NH:6][CH:5]=1.[Cl-].[Br:14][CH2:15][CH2:16][CH2:17][OH:18].C(N(CC)CC)C. Product: [NH:6]1[C:7]2[C:12](=[CH:11][CH:10]=[CH:9][CH:8]=2)[C:4]([CH2:3][CH2:2][NH:1][C:17](=[O:18])[CH2:16][CH2:15][Br:14])=[CH:5]1. The catalyst class is: 4. (3) Reactant: [Cl:1][C:2]1[CH:17]=[CH:16][C:5]([CH2:6][NH:7][C:8]2[N:13]=[CH:12][C:11]([CH:14]=[O:15])=[CH:10][CH:9]=2)=[CH:4][CH:3]=1.[C:18]([O:22][C:23](O[C:23]([O:22][C:18]([CH3:21])([CH3:20])[CH3:19])=[O:24])=[O:24])([CH3:21])([CH3:20])[CH3:19].C(N(CC)C(C)C)(C)C. Product: [C:18]([O:22][C:23](=[O:24])[N:7]([CH2:6][C:5]1[CH:16]=[CH:17][C:2]([Cl:1])=[CH:3][CH:4]=1)[C:8]1[CH:9]=[CH:10][C:11]([CH:14]=[O:15])=[CH:12][N:13]=1)([CH3:21])([CH3:20])[CH3:19]. The catalyst class is: 453. (4) Reactant: [C:1]([C:3]1[CH:8]=[CH:7][C:6]([SH:9])=[CH:5][CH:4]=1)#[N:2].S(C1C=CC(C)=CC=1)(O[CH:14]1[CH2:19][CH2:18][CH2:17][C:16]([CH3:21])([CH3:20])[CH2:15]1)(=O)=O.C(=O)([O-])[O-].[K+].[K+]. Product: [CH3:20][C:16]1([CH3:21])[CH2:17][CH2:18][CH2:19][CH:14]([S:9][C:6]2[CH:7]=[CH:8][C:3]([C:1]#[N:2])=[CH:4][CH:5]=2)[CH2:15]1. The catalyst class is: 31. (5) Reactant: [Cl:1][C:2]1[CH:7]=[CH:6][C:5]([C:8]2[N:13]=[C:12]([NH:14][CH:15]([CH3:17])[CH3:16])[N:11]3[C:18](=[O:21])[NH:19][N:20]=[C:10]3[C:9]=2[C:22]2[CH:27]=[CH:26][C:25]([Cl:28])=[CH:24][CH:23]=2)=[CH:4][CH:3]=1.[CH3:29]N(C=O)C.C(=O)([O-])[O-].[K+].[K+].CI. Product: [Cl:1][C:2]1[CH:7]=[CH:6][C:5]([C:8]2[N:13]=[C:12]([NH:14][CH:15]([CH3:17])[CH3:16])[N:11]3[C:18](=[O:21])[N:19]([CH3:29])[N:20]=[C:10]3[C:9]=2[C:22]2[CH:23]=[CH:24][C:25]([Cl:28])=[CH:26][CH:27]=2)=[CH:4][CH:3]=1. The catalyst class is: 25. (6) Reactant: [CH:1]1[C:10]2[C:5](=[CH:6][CH:7]=[CH:8][CH:9]=2)[CH:4]=[C:3]([C:11]([OH:13])=O)[N:2]=1.CN(C(ON1N=NC2C=CC=CC1=2)=[N+](C)C)C.F[P-](F)(F)(F)(F)F.CCN(C(C)C)C(C)C.[CH3:47][O:48][C:49]([C:51]1[C:59]2[N:58]=[C:57]([NH2:60])[NH:56][C:55]=2[CH:54]=[CH:53][C:52]=1[O:61][CH3:62])=[O:50]. Product: [CH3:47][O:48][C:49]([C:51]1[C:59]2[NH:58][C:57]([NH:60][C:11]([C:3]3[N:2]=[CH:1][C:10]4[C:5]([CH:4]=3)=[CH:6][CH:7]=[CH:8][CH:9]=4)=[O:13])=[N:56][C:55]=2[CH:54]=[CH:53][C:52]=1[O:61][CH3:62])=[O:50]. The catalyst class is: 163. (7) Reactant: Cl.[CH2:2]([O:4][C:5](=[O:11])[CH:6]([NH2:10])[C:7](=[O:9])[CH3:8])C.C(N(CC)CC)C.[CH:19]1([C:25](Cl)=[O:26])[CH2:24][CH2:23][CH2:22][CH2:21][CH2:20]1.CN(C)C=O. Product: [CH3:2][O:4][C:5](=[O:11])[CH:6]([NH:10][C:25]([CH:19]1[CH2:24][CH2:23][CH2:22][CH2:21][CH2:20]1)=[O:26])[C:7](=[O:9])[CH3:8]. The catalyst class is: 4.